Dataset: Tox21: 12 toxicity assays (nuclear receptors and stress response pathways). Task: Binary classification across 12 toxicity assays. It tested positive (active) for: SR-ARE (Antioxidant Response Element (oxidative stress)), and SR-MMP (Mitochondrial Membrane Potential disruption). The compound is CC(C)(C)c1cc(/C=C2\SC(=N)NC2=O)cc(C(C)(C)C)c1O.